From a dataset of Full USPTO retrosynthesis dataset with 1.9M reactions from patents (1976-2016). Predict the reactants needed to synthesize the given product. (1) Given the product [F:1][C:2]1[CH:10]=[C:9]2[C:5]([CH:6]=[C:7]([C:12]([O:14][CH3:15])=[O:13])[N:8]2[CH3:11])=[CH:4][CH:3]=1, predict the reactants needed to synthesize it. The reactants are: [F:1][C:2]1[CH:10]=[C:9]2[C:5]([C:6](C(=O)CC(OC)=O)=[C:7]([C:12]([O:14][CH3:15])=[O:13])[N:8]2[CH3:11])=[CH:4][CH:3]=1.ClC(=O)CC(OC)=O. (2) Given the product [CH2:20]([N:27]1[C:36](=[O:37])[C:35]2[C:30](=[CH:31][C:32]([O:39][CH3:40])=[C:33]([O:5][C@H:6]3[CH2:11][CH2:10][C@H:9]([N:12]4[CH2:17][CH2:16][N:15]([CH3:18])[C:14](=[O:19])[CH2:13]4)[CH2:8][CH2:7]3)[CH:34]=2)[N:29]=[CH:28]1)[C:21]1[CH:22]=[CH:23][CH:24]=[CH:25][CH:26]=1, predict the reactants needed to synthesize it. The reactants are: CS([O:5][C@H:6]1[CH2:11][CH2:10][C@@H:9]([N:12]2[CH2:17][CH2:16][N:15]([CH3:18])[C:14](=[O:19])[CH2:13]2)[CH2:8][CH2:7]1)(=O)=O.[CH2:20]([N:27]1[C:36](=[O:37])[C:35]2[C:30](=[CH:31][C:32]([O:39][CH3:40])=[C:33](O)[CH:34]=2)[N:29]=[CH:28]1)[C:21]1[CH:26]=[CH:25][CH:24]=[CH:23][CH:22]=1.C(=O)([O-])[O-].[Cs+].[Cs+]. (3) Given the product [CH2:17]([N:7]1[CH2:8][CH:9]([C:10]2[CH:11]=[CH:12][C:13]([Cl:16])=[CH:14][CH:15]=2)[C:5]([CH3:24])([C:3]([OH:4])=[O:2])[CH2:6]1)[C:18]1[CH:19]=[CH:20][CH:21]=[CH:22][CH:23]=1, predict the reactants needed to synthesize it. The reactants are: C[O:2][C:3]([C:5]1([CH3:24])[CH:9]([C:10]2[CH:15]=[CH:14][C:13]([Cl:16])=[CH:12][CH:11]=2)[CH2:8][N:7]([CH2:17][C:18]2[CH:23]=[CH:22][CH:21]=[CH:20][CH:19]=2)[CH2:6]1)=[O:4].O[Li].O. (4) Given the product [C:16]([C:13]1[N:14]=[N:15][C:10]([N:8]2[CH:9]=[C:5]([CH2:4][CH2:3][CH2:2][O:1][C:22]3[C:27]([O:28][CH3:29])=[CH:26][CH:25]=[CH:24][C:23]=3[CH2:30][C:31]([OH:33])=[O:32])[C:6]([CH:18]([CH3:20])[CH3:19])=[N:7]2)=[CH:11][CH:12]=1)#[N:17], predict the reactants needed to synthesize it. The reactants are: [OH:1][CH2:2][CH2:3][CH2:4][C:5]1[C:6]([CH:18]([CH3:20])[CH3:19])=[N:7][N:8]([C:10]2[N:15]=[N:14][C:13]([C:16]#[N:17])=[CH:12][CH:11]=2)[CH:9]=1.O[C:22]1[C:27]([O:28][CH3:29])=[CH:26][CH:25]=[CH:24][C:23]=1[CH2:30][C:31]([O:33]C)=[O:32].C(P(CCCC)CCCC)CCC.N(C(N1CCCCC1)=O)=NC(N1CCCCC1)=O. (5) Given the product [N:1]1[C:10]2[C:5](=[CH:6][CH:7]=[CH:8][N:9]=2)[C:4]([CH:11]=[N:14][OH:15])=[CH:3][CH:2]=1, predict the reactants needed to synthesize it. The reactants are: [N:1]1[C:10]2[C:5](=[CH:6][CH:7]=[CH:8][N:9]=2)[C:4]([CH:11]=O)=[CH:3][CH:2]=1.Cl.[NH2:14][OH:15].C([O-])(=O)C.[Na+].